From a dataset of Reaction yield outcomes from USPTO patents with 853,638 reactions. Predict the reaction yield, written as a fraction of the theoretical maximum amount of product (1.0 means a 100% yield; for example, 0.34 means a 34% yield). (1) The reactants are C([Si](Cl)(CC)CC)C.Br[C:10]([Br:17])([F:16])[C:11]([O:13][CH2:14][CH3:15])=[O:12].[C:18]1(=[O:23])[CH2:22][CH2:21][CH:20]=[CH:19]1.Cl. The catalyst is C(#N)C.[Zn].CCOC(C)=O. The product is [Br:17][C:10]([F:16])([CH:20]1[CH2:21][CH2:22][C:18](=[O:23])[CH2:19]1)[C:11]([O:13][CH2:14][CH3:15])=[O:12]. The yield is 0.880. (2) The reactants are [CH:1]([C:3]1[CH:8]=[CH:7][C:6]([C:9]2[C:10]([C:15]#[N:16])=[CH:11][CH:12]=[CH:13][CH:14]=2)=[C:5]([N+:17]([O-:19])=[O:18])[CH:4]=1)=[O:2].CO.[BH4-].[Na+].Cl. The catalyst is C1COCC1. The product is [OH:2][CH2:1][C:3]1[CH:8]=[CH:7][C:6]([C:9]2[C:10]([C:15]#[N:16])=[CH:11][CH:12]=[CH:13][CH:14]=2)=[C:5]([N+:17]([O-:19])=[O:18])[CH:4]=1. The yield is 0.700. (3) The reactants are [Br:1][C:2]1[CH:10]=[CH:9][C:8]2[NH:7][C:6]3[CH2:11][CH2:12][N:13]([C:15]([O:17][C:18]([CH3:21])([CH3:20])[CH3:19])=[O:16])[CH2:14][C:5]=3[C:4]=2[CH:3]=1.[OH-].[K+].[O:24]([CH2:31][CH:32]1[CH2:34][O:33]1)[C:25]1[CH:30]=[CH:29][CH:28]=[CH:27][CH:26]=1. The catalyst is CC(C)=O.CCOC(C)=O. The product is [Br:1][C:2]1[CH:10]=[CH:9][C:8]2[N:7]([CH2:34][CH:32]([OH:33])[CH2:31][O:24][C:25]3[CH:30]=[CH:29][CH:28]=[CH:27][CH:26]=3)[C:6]3[CH2:11][CH2:12][N:13]([C:15]([O:17][C:18]([CH3:21])([CH3:20])[CH3:19])=[O:16])[CH2:14][C:5]=3[C:4]=2[CH:3]=1. The yield is 0.210. (4) The reactants are [F:1][CH2:2][C@@:3]1([OH:20])[C@@H:8]([CH3:9])[CH2:7][C:6]([C:10]2[CH:15]=[CH:14][N:13]=[CH:12][C:11]=2[N+:16]([O-])=O)=[CH:5][C@H:4]1[OH:19]. The catalyst is CO.[Pd]. The product is [NH2:16][C:11]1[CH:12]=[N:13][CH:14]=[CH:15][C:10]=1[C@@H:6]1[CH2:7][C@H:8]([CH3:9])[C@@:3]([CH2:2][F:1])([OH:20])[C@H:4]([OH:19])[CH2:5]1. The yield is 0.500. (5) The reactants are [Cl:1][C:2]1[CH:3]=[C:4]2[C:9](=[C:10]([Cl:12])[CH:11]=1)[CH2:8][N:7]([CH3:13])[CH2:6][CH:5]2[C:14]1[CH:15]=[C:16]([S:20]([N:23]([CH2:30][P:31](=[O:34])([OH:33])[OH:32])[CH2:24][C:25]([O:27]CC)=[O:26])(=[O:22])=[O:21])[CH:17]=[CH:18][CH:19]=1.[OH-].[Li+]. The catalyst is O1CCCC1.O. The product is [Cl:1][C:2]1[CH:3]=[C:4]2[C:9](=[C:10]([Cl:12])[CH:11]=1)[CH2:8][N:7]([CH3:13])[CH2:6][CH:5]2[C:14]1[CH:15]=[C:16]([S:20]([N:23]([CH2:24][C:25]([OH:27])=[O:26])[CH2:30][P:31]([OH:34])([OH:33])=[O:32])(=[O:22])=[O:21])[CH:17]=[CH:18][CH:19]=1. The yield is 0.350. (6) The reactants are [NH2:1][C:2]1[CH:3]=[C:4]([CH:21]=[CH:22][CH:23]=1)[O:5][C:6]1[CH:7]=[CH:8][C:9]2[N:10]([CH:12]=[C:13]([NH:15][C:16]([CH:18]3[CH2:20][CH2:19]3)=[O:17])[N:14]=2)[N:11]=1.[F:24][C:25]1[CH:33]=[CH:32][C:31]([C:34]([F:37])([F:36])[F:35])=[CH:30][C:26]=1[C:27](O)=[O:28].ON1C2C=CC=CC=2N=N1.Cl.C(N=C=NCCCN(C)C)C. The catalyst is CN(C)C=O. The product is [CH:18]1([C:16]([NH:15][C:13]2[N:14]=[C:9]3[CH:8]=[CH:7][C:6]([O:5][C:4]4[CH:3]=[C:2]([NH:1][C:27](=[O:28])[C:26]5[CH:30]=[C:31]([C:34]([F:35])([F:36])[F:37])[CH:32]=[CH:33][C:25]=5[F:24])[CH:23]=[CH:22][CH:21]=4)=[N:11][N:10]3[CH:12]=2)=[O:17])[CH2:20][CH2:19]1. The yield is 0.400.